This data is from Reaction yield outcomes from USPTO patents with 853,638 reactions. The task is: Predict the reaction yield, written as a fraction of the theoretical maximum amount of product (1.0 means a 100% yield; for example, 0.34 means a 34% yield). (1) The reactants are [CH3:1][O:2][C:3]([C@@H:5]1[O:9][C:8](=[O:10])[N:7]([C:11]2[CH:22]=[CH:21][C:14]3[N:15]([CH3:20])[C:16](=O)[CH2:17][S:18][C:13]=3[CH:12]=2)[CH2:6]1)=[O:4].COC1C=CC(P2(SP(C3C=CC(OC)=CC=3)(=S)S2)=[S:32])=CC=1. The catalyst is O1CCOCC1. The product is [CH3:1][O:2][C:3]([C@@H:5]1[O:9][C:8](=[O:10])[N:7]([C:11]2[CH:22]=[CH:21][C:14]3[N:15]([CH3:20])[C:16](=[S:32])[CH2:17][S:18][C:13]=3[CH:12]=2)[CH2:6]1)=[O:4]. The yield is 0.890. (2) The reactants are C[O:2][C:3]([CH:5]1[CH2:10][CH2:9][CH:8]([C:11]2[NH:15][N:14]=[N:13][N:12]=2)[CH2:7][CH2:6]1)=[O:4].[OH-].[Li+].C1COCC1. The catalyst is O. The product is [NH:15]1[C:11]([CH:8]2[CH2:7][CH2:6][CH:5]([C:3]([OH:4])=[O:2])[CH2:10][CH2:9]2)=[N:12][N:13]=[N:14]1. The yield is 0.610. (3) The reactants are [C:1](Cl)(=[O:3])[CH3:2].[CH3:5][C:6]1([CH3:20])[CH2:12][CH2:11][CH2:10][NH:9][C:8]2[CH:13]=[C:14]([N+:17]([O-:19])=[O:18])[CH:15]=[CH:16][C:7]1=2.C([O-])(O)=O.[Na+].O. The catalyst is C(Cl)Cl. The product is [CH3:5][C:6]1([CH3:20])[CH2:12][CH2:11][CH2:10][N:9]([C:1](=[O:3])[CH3:2])[C:8]2[CH:13]=[C:14]([N+:17]([O-:19])=[O:18])[CH:15]=[CH:16][C:7]1=2. The yield is 0.640.